Dataset: Reaction yield outcomes from USPTO patents with 853,638 reactions. Task: Predict the reaction yield, written as a fraction of the theoretical maximum amount of product (1.0 means a 100% yield; for example, 0.34 means a 34% yield). (1) The reactants are [NH2:1][CH2:2][CH2:3][N:4]1[CH2:9][CH2:8][O:7][CH2:6][CH2:5]1.[Cl:10][C:11]1[S:15][C:14]([S:16](Cl)(=[O:18])=[O:17])=[CH:13][CH:12]=1.C(N(CC)CC)C. The catalyst is C1COCC1. The product is [N:4]1([CH2:3][CH2:2][NH:1][S:16]([C:14]2[S:15][C:11]([Cl:10])=[CH:12][CH:13]=2)(=[O:18])=[O:17])[CH2:9][CH2:8][O:7][CH2:6][CH2:5]1. The yield is 0.930. (2) The reactants are [C:1]([N:5]1[C:9]([C:10]2[CH:15]=[CH:14][C:13]([F:16])=[CH:12][CH:11]=2)=[C:8]([C:17]2[S:18][CH:19]=[C:20]([CH2:22][NH:23]C(=O)O)[N:21]=2)[CH:7]=[N:6]1)([CH3:4])([CH3:3])[CH3:2]. The catalyst is C(O)(C(F)(F)F)=O. The product is [C:1]([N:5]1[C:9]([C:10]2[CH:11]=[CH:12][C:13]([F:16])=[CH:14][CH:15]=2)=[C:8]([C:17]2[S:18][CH:19]=[C:20]([CH2:22][NH2:23])[N:21]=2)[CH:7]=[N:6]1)([CH3:4])([CH3:3])[CH3:2]. The yield is 0.690. (3) The reactants are [CH2:1]([N:8]1[C:20]2[CH:19]=[C:18]3[C:13]([CH:14]=[CH:15][N:16]=[C:17]3OS(C(F)(F)F)(=O)=O)=[CH:12][C:11]=2[CH2:10][CH2:9]1)[C:2]1[CH:7]=[CH:6][CH:5]=[CH:4][CH:3]=1.[C:29]([O:33][C:34]([N:36]1[CH2:41][CH2:40][NH:39][CH2:38][CH2:37]1)=[O:35])([CH3:32])([CH3:31])[CH3:30]. The catalyst is CN(C=O)C. The product is [CH2:1]([N:8]1[C:20]2[CH:19]=[C:18]3[C:13]([CH:14]=[CH:15][N:16]=[C:17]3[N:39]3[CH2:38][CH2:37][N:36]([C:34]([O:33][C:29]([CH3:32])([CH3:31])[CH3:30])=[O:35])[CH2:41][CH2:40]3)=[CH:12][C:11]=2[CH2:10][CH2:9]1)[C:2]1[CH:7]=[CH:6][CH:5]=[CH:4][CH:3]=1. The yield is 0.610. (4) The reactants are [CH2:1]([O:3][C:4]([C:6]1[C:10]([CH3:11])=[CH:9][NH:8][C:7]=1[CH2:12][C:13]([OH:15])=O)=[O:5])[CH3:2].Cl.C(N=C=NC[CH2:23][CH2:24][N:25]([CH3:27])[CH3:26])C.O[N:29]1[C:33]2C=CC=CC=2N=N1.O.CN(C)[CH:41]=[O:42]. The catalyst is ClCCl. The product is [CH2:1]([O:3][C:4]([C:6]1[C:10]([CH3:11])=[CH:9][NH:8][C:7]=1[CH2:12][C:13](=[O:15])[NH:29][CH2:33][CH2:27][N:25]1[CH2:24][CH2:23][O:42][CH2:41][CH2:26]1)=[O:5])[CH3:2]. The yield is 0.850. (5) The reactants are [Cl:1][C:2]1[C:9]([Cl:10])=[CH:8][CH:7]=[CH:6][C:3]=1[CH:4]=O.[NH:11]1[CH2:15][CH2:14][CH2:13][CH2:12]1.[OH-].[Na+]. The catalyst is C(Cl)Cl. The product is [Cl:1][C:2]1[C:9]([Cl:10])=[CH:8][CH:7]=[CH:6][C:3]=1[CH2:4][N:11]1[CH2:15][CH2:14][CH2:13][CH2:12]1. The yield is 0.900. (6) The reactants are [Cl:1][C:2]1[CH:8]=[CH:7][C:6]([O:9][C:10]2[C:19]3[C:14](=[CH:15][C:16]([O:22][CH3:23])=[C:17]([O:20][CH3:21])[CH:18]=3)[N:13]=[CH:12][N:11]=2)=[CH:5][C:3]=1[NH2:4].[C:24]([C:28]1[CH:32]=[C:31]([NH:33][C:34](=O)[O:35]C2C=CC=CC=2)[N:30]([C:43]2[CH:48]=[CH:47][C:46]([CH3:49])=[CH:45][CH:44]=2)[N:29]=1)([CH3:27])([CH3:26])[CH3:25]. No catalyst specified. The product is [C:24]([C:28]1[CH:32]=[C:31]([NH:33][C:34]([NH:4][C:3]2[CH:5]=[C:6]([O:9][C:10]3[C:19]4[C:14](=[CH:15][C:16]([O:22][CH3:23])=[C:17]([O:20][CH3:21])[CH:18]=4)[N:13]=[CH:12][N:11]=3)[CH:7]=[CH:8][C:2]=2[Cl:1])=[O:35])[N:30]([C:43]2[CH:48]=[CH:47][C:46]([CH3:49])=[CH:45][CH:44]=2)[N:29]=1)([CH3:27])([CH3:26])[CH3:25]. The yield is 0.460. (7) The reactants are ClC(OC(C)C)=O.[Cl:8][C:9]1[CH:17]=[CH:16][C:15]([C:18]#[CH:19])=[CH:14][C:10]=1[C:11](O)=[O:12].CC[N:22](C(C)C)C(C)C.N. The catalyst is C1COCC1. The product is [Cl:8][C:9]1[CH:17]=[CH:16][C:15]([C:18]#[CH:19])=[CH:14][C:10]=1[C:11]([NH2:22])=[O:12]. The yield is 0.780. (8) The catalyst is CN(C=O)C. The reactants are [OH:1][C:2]1[CH:3]=[C:4]([CH:9]=[CH:10][CH:11]=1)[C:5]([O:7][CH3:8])=[O:6].C([O-])([O-])=O.[K+].[K+].Cl[CH2:19][C:20]([N:22]([CH3:24])[CH3:23])=[O:21].Cl. The product is [CH3:23][N:22]([CH3:24])[C:20](=[O:21])[CH2:19][O:1][C:2]1[CH:3]=[C:4]([CH:9]=[CH:10][CH:11]=1)[C:5]([O:7][CH3:8])=[O:6]. The yield is 0.940.